From a dataset of Forward reaction prediction with 1.9M reactions from USPTO patents (1976-2016). Predict the product of the given reaction. The product is: [NH2:8][C:9]1[N:14]=[C:13]([CH3:15])[N:12]=[C:11]([C:16]2[C:17]([NH:22][C:23]3[CH:24]=[CH:25][C:26]([NH:29][C:30]([NH:32][C:33]4[CH:34]=[CH:35][CH:36]=[CH:37][CH:38]=4)=[O:31])=[N:27][CH:28]=3)=[N:18][CH:19]=[CH:20][CH:21]=2)[N:10]=1. Given the reactants COC1C=CC(C[N:8](CC2C=CC(OC)=CC=2)[C:9]2[N:14]=[C:13]([CH3:15])[N:12]=[C:11]([C:16]3[C:17]([NH:22][C:23]4[CH:24]=[CH:25][C:26]([NH:29][C:30]([NH:32][C:33]5[CH:38]=[CH:37][CH:36]=[CH:35][CH:34]=5)=[O:31])=[N:27][CH:28]=4)=[N:18][CH:19]=[CH:20][CH:21]=3)[N:10]=2)=CC=1.FC(F)(F)S(O)(=O)=O.C(=O)(O)[O-].[Na+], predict the reaction product.